Task: Predict which catalyst facilitates the given reaction.. Dataset: Catalyst prediction with 721,799 reactions and 888 catalyst types from USPTO (1) Reactant: C(=O)([O-])[O-].[K+].[K+].Cl.[CH3:8][CH:9]1[NH:14][CH2:13][CH:12]([C:15]([O:17][CH3:18])=[O:16])[CH2:11][CH2:10]1. Product: [CH3:8][CH:9]1[NH:14][CH2:13][CH:12]([C:15]([O:17][CH3:18])=[O:16])[CH2:11][CH2:10]1. The catalyst class is: 2. (2) Reactant: C([O:3][C:4](=[O:23])[C:5]1[CH:10]=[CH:9][C:8]([C:11]2[S:12][CH:13]=[C:14]([C:16]([NH:19][C:20](=[O:22])[CH3:21])([CH3:18])[CH3:17])[N:15]=2)=[CH:7][CH:6]=1)C.[OH-].[Na+]. Product: [C:20]([NH:19][C:16]([C:14]1[N:15]=[C:11]([C:8]2[CH:7]=[CH:6][C:5]([C:4]([OH:23])=[O:3])=[CH:10][CH:9]=2)[S:12][CH:13]=1)([CH3:18])[CH3:17])(=[O:22])[CH3:21]. The catalyst class is: 8. (3) Reactant: Cl.CN(C)CCCN=C=NCC.ON1C2C=CC=CC=2N=N1.[CH3:23][Si:24]([CH3:46])([CH3:45])[C:25]1[CH:26]=[C:27]2[C:31](=[CH:32][CH:33]=1)[N:30]([CH2:34][C:35]1[CH:40]=[CH:39][CH:38]=[C:37]([F:41])[CH:36]=1)[C:29]([C:42](O)=[O:43])=[CH:28]2.[NH2:47][C:48]1[CH:49]=[N:50][C:51]([N:54]2[CH2:57][CH2:56][CH2:55]2)=[CH:52][CH:53]=1.C([O-])(O)=O.[Na+]. Product: [N:54]1([C:51]2[N:50]=[CH:49][C:48]([NH:47][C:42]([C:29]3[N:30]([CH2:34][C:35]4[CH:40]=[CH:39][CH:38]=[C:37]([F:41])[CH:36]=4)[C:31]4[C:27]([CH:28]=3)=[CH:26][C:25]([Si:24]([CH3:46])([CH3:23])[CH3:45])=[CH:33][CH:32]=4)=[O:43])=[CH:53][CH:52]=2)[CH2:57][CH2:56][CH2:55]1. The catalyst class is: 31.